Predict the product of the given reaction. From a dataset of Forward reaction prediction with 1.9M reactions from USPTO patents (1976-2016). Given the reactants [CH2:1]([C:4]1[C:12]([N:13]([CH:16]2[CH2:21][CH2:20][C:19]([F:23])([F:22])[CH2:18][CH2:17]2)[CH2:14][CH3:15])=[CH:11][CH:10]=[CH:9][C:5]=1[C:6]([OH:8])=O)[CH:2]=[CH2:3].[CH2:24]([C:28]1[CH:33]=[C:32]([CH3:34])[N:31]=[C:30]([O:35][CH3:36])[C:29]=1[CH2:37][NH2:38])[CH2:25][CH:26]=[CH2:27].C(Cl)CCl.C1C=NC2N(O)N=NC=2C=1.CN1CCOCC1, predict the reaction product. The product is: [CH2:1]([C:4]1[C:12]([N:13]([CH:16]2[CH2:21][CH2:20][C:19]([F:23])([F:22])[CH2:18][CH2:17]2)[CH2:14][CH3:15])=[CH:11][CH:10]=[CH:9][C:5]=1[C:6]([NH:38][CH2:37][C:29]1[C:30]([O:35][CH3:36])=[N:31][C:32]([CH3:34])=[CH:33][C:28]=1[CH2:24][CH2:25][CH:26]=[CH2:27])=[O:8])[CH:2]=[CH2:3].